Dataset: Catalyst prediction with 721,799 reactions and 888 catalyst types from USPTO. Task: Predict which catalyst facilitates the given reaction. (1) Reactant: [O:1]1[CH2:6][CH2:5][N:4]([C:7]2[N:12]=[CH:11][C:10]([NH:13][C:14]3[N:15]=[CH:16][C:17]4[S:22][CH:21]=[C:20]([C:23]5[CH:28]=[CH:27][CH:26]=[C:25]([N+:29]([O-])=O)[CH:24]=5)[C:18]=4[N:19]=3)=[CH:9][CH:8]=2)[CH2:3][CH2:2]1.O.O.[Sn](Cl)Cl. Product: [NH2:29][C:25]1[CH:24]=[C:23]([C:20]2[C:18]3[N:19]=[C:14]([NH:13][C:10]4[CH:11]=[N:12][C:7]([N:4]5[CH2:5][CH2:6][O:1][CH2:2][CH2:3]5)=[CH:8][CH:9]=4)[N:15]=[CH:16][C:17]=3[S:22][CH:21]=2)[CH:28]=[CH:27][CH:26]=1. The catalyst class is: 8. (2) Reactant: [C:1](O)(=O)[CH2:2][C:3]([OH:5])=[O:4].[N:8]1[CH:13]=[CH:12][CH:11]=[CH:10][CH:9]=1.N1C=CC(C=O)=CC=1. Product: [N:8]1[CH:13]=[CH:12][C:11]([CH:1]=[CH:2][C:3]([OH:5])=[O:4])=[CH:10][CH:9]=1. The catalyst class is: 8.